Dataset: Catalyst prediction with 721,799 reactions and 888 catalyst types from USPTO. Task: Predict which catalyst facilitates the given reaction. (1) Reactant: [C:1]([C@@H:5]1[CH2:10][O:9][CH2:8][O:7][C@@H:6]1[O:11][CH3:12])([CH3:4])([CH3:3])[CH3:2].[N+:13]([CH2:16][CH2:17][CH2:18][CH2:19][CH2:20][CH2:21][C:22]([O-:24])=[O:23])([O-])=O.CO.N. Product: [C:1]([C@@H:5]1[CH2:10][O:9][CH2:8][O:7][C@@H:6]1[O:11][CH3:12])([CH3:4])([CH3:2])[CH3:3].[NH2:13][CH2:16][CH2:17][CH2:18][CH2:19][CH2:20][CH2:21][C:22]([O-:24])=[O:23]. The catalyst class is: 354. (2) Reactant: C([Si](C)(C)[O:6][CH:7]1[CH2:12][CH2:11][CH:10]([O:13][C:14]2[CH:19]=[CH:18][C:17]([Cl:20])=[CH:16][C:15]=2[NH:21][C:22]([C:24]2[CH:25]=[N:26][N:27]3[C:32]([CH3:33])=[CH:31][CH:30]=[N:29][C:28]=23)=[O:23])[CH2:9][CH2:8]1)(C)(C)C.[OH-].[Na+]. Product: [Cl:20][C:17]1[CH:18]=[CH:19][C:14]([O:13][CH:10]2[CH2:11][CH2:12][CH:7]([OH:6])[CH2:8][CH2:9]2)=[C:15]([NH:21][C:22]([C:24]2[CH:25]=[N:26][N:27]3[C:32]([CH3:33])=[CH:31][CH:30]=[N:29][C:28]=23)=[O:23])[CH:16]=1. The catalyst class is: 209. (3) The catalyst class is: 25. Reactant: [Cl:1][C:2]1[CH:22]=[CH:21][C:5]([O:6][CH2:7][CH2:8][CH2:9][O:10][NH:11][C:12]([NH:14][C:15]([NH:17][CH:18]([CH3:20])[CH3:19])=[NH:16])=[NH:13])=[CH:4][CH:3]=1.[ClH:23]. Product: [ClH:1].[ClH:23].[Cl:1][C:2]1[CH:3]=[CH:4][C:5]([O:6][CH2:7][CH2:8][CH2:9][O:10][NH:11][C:12]([NH:14][C:15]([NH:17][CH:18]([CH3:19])[CH3:20])=[NH:16])=[NH:13])=[CH:21][CH:22]=1.